From a dataset of CYP2C9 inhibition data for predicting drug metabolism from PubChem BioAssay. Regression/Classification. Given a drug SMILES string, predict its absorption, distribution, metabolism, or excretion properties. Task type varies by dataset: regression for continuous measurements (e.g., permeability, clearance, half-life) or binary classification for categorical outcomes (e.g., BBB penetration, CYP inhibition). Dataset: cyp2c9_veith. (1) The compound is O=C(OCC(=O)N1CCOCC1)c1ccc(Cl)nc1. The result is 0 (non-inhibitor). (2) The molecule is COc1ncc2nc(-c3cc(F)cc(F)c3)c(=O)n(-c3ccccc3)c2n1. The result is 0 (non-inhibitor). (3) The compound is O=c1ccc(/C=C/c2ccccc2)n[nH]1. The result is 0 (non-inhibitor). (4) The molecule is Cc1ccccc1OC1C(=O)N(Cc2ccc3c(c2)OCO3)C1c1sccc1C. The result is 1 (inhibitor). (5) The molecule is COc1cc([C@H]2c3cc4c(cc3[C@@H](O[C@H]3O[C@H]5CO[C@@H](C)O[C@H]5[C@@H](O)[C@@H]3O)[C@@H]3COC(=O)[C@H]23)OCO4)cc(OC)c1O. The result is 0 (non-inhibitor). (6) The compound is COc1ccccc1CNc1ncnc2ccc(-c3ccoc3)cc12. The result is 0 (non-inhibitor). (7) The drug is COc1ccc(OC(=O)c2ccncc2)cc1. The result is 1 (inhibitor). (8) The result is 1 (inhibitor). The molecule is CCc1cc2c(=O)c(-c3cnn(-c4ccccc4)c3)coc2c(CN2CCOCC2)c1O.